Task: Predict the reaction yield, written as a fraction of the theoretical maximum amount of product (1.0 means a 100% yield; for example, 0.34 means a 34% yield).. Dataset: Reaction yield outcomes from USPTO patents with 853,638 reactions (1) The reactants are [CH2:1]([OH:8])[C:2]1[CH:7]=[CH:6][CH:5]=[CH:4][CH:3]=1.Cl.ClC(Cl)C.[F:14][C:15]([F:68])([F:67])[C:16]1[CH:17]=[C:18]([C@@H:26]([N:28]([CH2:42][C:43]2[CH:48]=[C:47]([C:49]([F:52])([F:51])[F:50])[CH:46]=[CH:45][C:44]=2[N:53]([CH2:56][C@H:57]2[CH2:62][CH2:61][C@H:60]([CH2:63][C:64](O)=[O:65])[CH2:59][CH2:58]2)[CH2:54][CH3:55])[C:29]2[N:34]=[CH:33][C:32]([O:35][CH2:36][CH2:37][S:38]([CH3:41])(=O)=O)=[CH:31][N:30]=2)[CH3:27])[CH:19]=[C:20]([C:22]([F:25])([F:24])[F:23])[CH:21]=1.FC(F)(F)C1C=C(C(N(CC2C=C(C(F)(F)F)C=CC=2N(C[C@H]2CC[C@H](CC(O)=O)CC2)CC)C2N=CC(OCCSC)=CN=2)C)C=C(C(F)(F)F)C=1. The catalyst is CN(C1C=CN=CC=1)C.C(Cl)(Cl)Cl.O. The product is [CH2:1]([O:8][C:64](=[O:65])[CH2:63][C@H:60]1[CH2:59][CH2:58][C@H:57]([CH2:56][N:53]([C:44]2[CH:45]=[CH:46][C:47]([C:49]([F:52])([F:51])[F:50])=[CH:48][C:43]=2[CH2:42][N:28]([CH:26]([C:18]2[CH:17]=[C:16]([C:15]([F:67])([F:14])[F:68])[CH:21]=[C:20]([C:22]([F:23])([F:24])[F:25])[CH:19]=2)[CH3:27])[C:29]2[N:34]=[CH:33][C:32]([O:35][CH2:36][CH2:37][S:38][CH3:41])=[CH:31][N:30]=2)[CH2:54][CH3:55])[CH2:62][CH2:61]1)[C:2]1[CH:7]=[CH:6][CH:5]=[CH:4][CH:3]=1. The yield is 0.900. (2) The reactants are [CH:1]([C@@H:4]1[CH2:15][CH2:14][C@@H:13]([CH3:16])[CH2:12][C@@:5]21[NH:9][C:8](=[O:10])[NH:7][C:6]2=[O:11])([CH3:3])[CH3:2].C(N(CC)CC)C.Br[CH2:25][C:26]([C:28]1[CH:33]=[CH:32][CH:31]=[CH:30][CH:29]=1)=[O:27]. The catalyst is C(Cl)Cl. The product is [CH:1]([C@@H:4]1[CH2:15][CH2:14][C@@H:13]([CH3:16])[CH2:12][C@@:5]21[NH:9][C:8](=[O:10])[N:7]([CH2:25][C:26](=[O:27])[C:28]1[CH:33]=[CH:32][CH:31]=[CH:30][CH:29]=1)[C:6]2=[O:11])([CH3:3])[CH3:2]. The yield is 0.250.